From a dataset of Forward reaction prediction with 1.9M reactions from USPTO patents (1976-2016). Predict the product of the given reaction. (1) Given the reactants [F:1][C:2]1[CH:3]=[C:4]([C:8]2([C:16]#[N:17])[CH2:14][CH:13]3[NH:15][CH:10]([CH:11]=[CH:12]3)[CH2:9]2)[CH:5]=[N:6][CH:7]=1.C(N(C(C)C)CC)(C)C.FC(F)(F)S(O[CH2:33][CH:34]([F:36])[F:35])(=O)=O, predict the reaction product. The product is: [F:35][CH:34]([F:36])[CH2:33][N:15]1[C@@H:13]2[CH:12]=[CH:11][C@H:10]1[CH2:9][C:8]([C:4]1[CH:5]=[N:6][CH:7]=[C:2]([F:1])[CH:3]=1)([C:16]#[N:17])[CH2:14]2. (2) The product is: [CH3:12][O:11][N:10]([C:3](=[O:4])[C:5]([O:6][CH2:22][CH3:23])=[O:24])[CH3:9]. Given the reactants CC[C:3]([C:5](Cl)=[O:6])=[O:4].Cl.[CH3:9][NH:10][O:11][CH3:12].C(Cl)(Cl)Cl.C(N([CH2:22][CH3:23])CC)C.[O:24]1CCCC1, predict the reaction product. (3) Given the reactants [C:1]([O:5][C:6]([N:8]1[CH2:13][CH2:12][CH:11]([O:14][C:15]2[CH:20]=[CH:19][C:18]([C:21](=[O:30])[CH:22]([CH3:29])[CH2:23][C:24]([O:26]CC)=[O:25])=[CH:17][CH:16]=2)[CH2:10][CH2:9]1)=[O:7])([CH3:4])([CH3:3])[CH3:2].[OH-].[Na+], predict the reaction product. The product is: [C:1]([O:5][C:6]([N:8]1[CH2:13][CH2:12][CH:11]([O:14][C:15]2[CH:16]=[CH:17][C:18]([C:21](=[O:30])[CH:22]([CH3:29])[CH2:23][C:24]([OH:26])=[O:25])=[CH:19][CH:20]=2)[CH2:10][CH2:9]1)=[O:7])([CH3:4])([CH3:2])[CH3:3]. (4) Given the reactants Cl[C:2]1[N:7]=[CH:6][C:5]2[O:8][C:9]3[C:14]([C@:15]4([N:20]=[C:19]([NH2:21])[CH2:18][O:17][CH2:16]4)[C:4]=2[CH:3]=1)=[CH:13][C:12]([C:22]1[C:23]([F:28])=[N:24][CH:25]=[CH:26][CH:27]=1)=[CH:11][CH:10]=3.[F:29][C:30]1[CH:35]=[C:34](B(O)O)[CH:33]=[CH:32][N:31]=1.P([O-])([O-])([O-])=O.[K+].[K+].[K+], predict the reaction product. The product is: [F:28][C:23]1[C:22]([C:12]2[CH:13]=[C:14]3[C@:15]4([N:20]=[C:19]([NH2:21])[CH2:18][O:17][CH2:16]4)[C:4]4[CH:3]=[C:2]([C:34]5[CH:33]=[CH:32][N:31]=[C:30]([F:29])[CH:35]=5)[N:7]=[CH:6][C:5]=4[O:8][C:9]3=[CH:10][CH:11]=2)=[CH:27][CH:26]=[CH:25][N:24]=1.